The task is: Predict the reactants needed to synthesize the given product.. This data is from Full USPTO retrosynthesis dataset with 1.9M reactions from patents (1976-2016). (1) Given the product [C:28]1([C:15]([C:16]2[CH:21]=[CH:20][CH:19]=[CH:18][CH:17]=2)([C:22]2[CH:23]=[CH:24][CH:25]=[CH:26][CH:27]=2)[N:11]2[C:10]3[CH2:9][CH2:8][CH2:7][CH2:6][CH:5]([CH2:3][OH:2])[C:14]=3[N:13]=[CH:12]2)[CH:33]=[CH:32][CH:31]=[CH:30][CH:29]=1, predict the reactants needed to synthesize it. The reactants are: C[O:2][C:3]([CH:5]1[C:14]2[N:13]=[CH:12][N:11]([C:15]([C:28]3[CH:33]=[CH:32][CH:31]=[CH:30][CH:29]=3)([C:22]3[CH:27]=[CH:26][CH:25]=[CH:24][CH:23]=3)[C:16]3[CH:21]=[CH:20][CH:19]=[CH:18][CH:17]=3)[C:10]=2[CH2:9][CH2:8][CH2:7][CH2:6]1)=O.[H-].[Al+3].[Li+].[H-].[H-].[H-].O.[OH-].[Na+]. (2) Given the product [O:41]=[S:27]1(=[O:26])[CH2:28][CH2:29][N:30]([CH2:33][C:34]2[CH:39]=[CH:38][C:37]([NH:40][C:23]([C:20]3[CH:21]=[CH:22][C:17]([C:3]4[C:2]([CH3:1])=[CH:7][CH:6]=[C:5]([NH:8][C:9]([N:11]5[CH2:12][CH2:13][O:14][CH2:15][CH2:16]5)=[O:10])[CH:4]=4)=[CH:18][CH:19]=3)=[O:25])=[CH:36][CH:35]=2)[CH2:31][CH2:32]1, predict the reactants needed to synthesize it. The reactants are: [CH3:1][C:2]1[CH:7]=[CH:6][C:5]([NH:8][C:9]([N:11]2[CH2:16][CH2:15][O:14][CH2:13][CH2:12]2)=[O:10])=[CH:4][C:3]=1[C:17]1[CH:22]=[CH:21][C:20]([C:23]([OH:25])=O)=[CH:19][CH:18]=1.[O:26]=[S:27]1(=[O:41])[CH2:32][CH2:31][N:30]([CH2:33][C:34]2[CH:39]=[CH:38][C:37]([NH2:40])=[CH:36][CH:35]=2)[CH2:29][CH2:28]1.C(N(CC)CC)C.F[P-](F)(F)(F)(F)F.N1(OC(N(C)C)=[N+](C)C)C2C=CC=CC=2N=N1. (3) Given the product [CH:33]1([S:36]([NH:1][C:2]2[C:22]([NH:23][C:24]3[CH:29]=[CH:28][C:27]([I:30])=[CH:26][C:25]=3[F:31])=[CH:21][C:20]([F:32])=[CH:19][C:3]=2[O:4][C:5]2[CH:6]=[C:7]([NH:11][C:12](=[O:18])[O:13][C:14]([CH3:17])([CH3:16])[CH3:15])[CH:8]=[CH:9][CH:10]=2)(=[O:38])=[O:37])[CH2:35][CH2:34]1, predict the reactants needed to synthesize it. The reactants are: [NH2:1][C:2]1[C:22]([NH:23][C:24]2[CH:29]=[CH:28][C:27]([I:30])=[CH:26][C:25]=2[F:31])=[CH:21][C:20]([F:32])=[CH:19][C:3]=1[O:4][C:5]1[CH:6]=[C:7]([NH:11][C:12](=[O:18])[O:13][C:14]([CH3:17])([CH3:16])[CH3:15])[CH:8]=[CH:9][CH:10]=1.[CH:33]1([S:36](Cl)(=[O:38])=[O:37])[CH2:35][CH2:34]1. (4) Given the product [Br:39][CH2:1][CH2:2][CH2:3][CH2:4][CH2:5][CH2:6][CH2:7][CH2:8][CH2:9][CH:10]=[CH2:11], predict the reactants needed to synthesize it. The reactants are: [CH2:1](O)[CH2:2][CH2:3][CH2:4][CH2:5][CH2:6][CH2:7][CH2:8][CH2:9][CH:10]=[CH2:11].C1(P(C2C=CC=CC=2)C2C=CC=CC=2)C=CC=CC=1.C1C(=O)N([Br:39])C(=O)C1.